From a dataset of Full USPTO retrosynthesis dataset with 1.9M reactions from patents (1976-2016). Predict the reactants needed to synthesize the given product. (1) Given the product [N:26]1([CH2:25][CH2:24][O:23][C:16]2[CH:17]=[CH:18][CH:19]=[C:20]3[C:15]=2[C:14]2[C:22]4=[C:10]([O:9][CH2:8][CH:7]([C:1]5[CH:6]=[CH:5][CH:4]=[CH:3][CH:2]=5)[N:21]34)[CH:11]=[CH:12][CH:13]=2)[CH2:27][CH2:28][NH:29][CH2:30][CH2:31]1, predict the reactants needed to synthesize it. The reactants are: [C:1]1([CH:7]2[N:21]3[C:22]4[C:14]([C:15]5[C:16]([O:23][CH2:24][CH2:25][N:26]6[CH2:31][CH2:30][N:29](C(OC(C)(C)C)=O)[CH2:28][CH2:27]6)=[CH:17][CH:18]=[CH:19][C:20]=53)=[CH:13][CH:12]=[CH:11][C:10]=4[O:9][CH2:8]2)[CH:6]=[CH:5][CH:4]=[CH:3][CH:2]=1.FC(F)(F)C(O)=O. (2) Given the product [CH3:1][C:2]([CH3:9])([CH3:8])/[CH:3]=[CH:4]/[C:5]([Cl:12])=[O:6], predict the reactants needed to synthesize it. The reactants are: [CH3:1][C:2]([CH3:9])([CH3:8])/[CH:3]=[CH:4]/[C:5](O)=[O:6].S(Cl)([Cl:12])=O. (3) Given the product [NH2:4][C@:5]1([C:22]([OH:23])=[O:49])[C@@H:9]([CH2:10][CH2:11][CH2:12][B:13]([OH:14])[OH:17])[CH2:8][N:7]([CH2:38][CH2:37][NH:36][CH2:29][C:30]2[CH:35]=[CH:34][CH:33]=[CH:32][CH:31]=2)[CH2:6]1, predict the reactants needed to synthesize it. The reactants are: C([NH:4][C@:5]1([C:22](NC(C)(C)C)=[O:23])[C@@H:9]([CH2:10][CH2:11][CH2:12][B:13]2[O:17]C(C)(C)C(C)(C)[O:14]2)[CH2:8][NH:7][CH2:6]1)(=O)C.[CH2:29]([N:36](C(OC(C)(C)C)=O)[CH2:37][CH:38]=O)[C:30]1[CH:35]=[CH:34][CH:33]=[CH:32][CH:31]=1.C(O[BH-](OC(=O)C)OC(=O)C)(=[O:49])C.[Na+].C(=O)([O-])[O-].[Na+].[Na+]. (4) Given the product [ClH:36].[CH3:1][N:2]1[CH2:3][CH2:4][N:5]([C:8]2[CH:13]=[CH:12][C:11]([NH:14][C:15]3[N:24]=[CH:23][C:22]4[C:17](=[C:18]([C:25]5[CH:26]=[C:27]([NH:31][C:32](=[O:35])[CH:33]=[CH2:34])[CH:28]=[CH:29][CH:30]=5)[CH:19]=[CH:20][CH:21]=4)[N:16]=3)=[CH:10][CH:9]=2)[CH2:6][CH2:7]1, predict the reactants needed to synthesize it. The reactants are: [CH3:1][N:2]1[CH2:7][CH2:6][N:5]([C:8]2[CH:13]=[CH:12][C:11]([NH:14][C:15]3[N:24]=[CH:23][C:22]4[C:17](=[C:18]([C:25]5[CH:26]=[C:27]([NH:31][C:32](=[O:35])[CH:33]=[CH2:34])[CH:28]=[CH:29][CH:30]=5)[CH:19]=[CH:20][CH:21]=4)[N:16]=3)=[CH:10][CH:9]=2)[CH2:4][CH2:3]1.[ClH:36]. (5) Given the product [CH3:23][O:22][C:18]1[CH:17]=[C:16]2[C:21]([C:13]([CH2:2][C:3]3[N:8]=[C:7]([C:9]([O:11][CH3:12])=[O:10])[CH:6]=[CH:5][CH:4]=3)=[C:14]([C:24]3[CH:28]=[C:27]([CH3:29])[S:26][CH:25]=3)[NH:15]2)=[CH:20][CH:19]=1, predict the reactants needed to synthesize it. The reactants are: O[CH:2]([C:13]1[C:21]2[C:16](=[CH:17][C:18]([O:22][CH3:23])=[CH:19][CH:20]=2)[NH:15][C:14]=1[C:24]1[CH:28]=[C:27]([CH3:29])[S:26][CH:25]=1)[C:3]1[N:8]=[C:7]([C:9]([O:11][CH3:12])=[O:10])[CH:6]=[CH:5][CH:4]=1.C(O)(=O)C. (6) Given the product [CH3:1][O:2][C:3]1[CH:4]=[C:5]2[C:10](=[CH:11][C:12]=1[O:13][CH3:14])[CH:9]=[C:8]([CH:21]=[O:23])[CH2:7][CH2:6]2, predict the reactants needed to synthesize it. The reactants are: [CH3:1][O:2][C:3]1[CH:4]=[C:5]2[C:10](=[CH:11][C:12]=1[O:13][CH3:14])[CH:9](O)[CH2:8][CH2:7][CH2:6]2.P(Cl)(Cl)(Cl)=O.[C:21]([O-])(=[O:23])C.[Na+].O.